Task: Binary Classification. Given a T-cell receptor sequence (or CDR3 region) and an epitope sequence, predict whether binding occurs between them.. Dataset: TCR-epitope binding with 47,182 pairs between 192 epitopes and 23,139 TCRs (1) The epitope is KLSYGIATV. The TCR CDR3 sequence is CASSQQRAVGTDTQYF. Result: 1 (the TCR binds to the epitope). (2) The epitope is FLYALALLL. The TCR CDR3 sequence is CASSAGTGEWGEQFF. Result: 0 (the TCR does not bind to the epitope). (3) The epitope is HTTDPSFLGRY. The TCR CDR3 sequence is CASSFGLAGVKETQYF. Result: 0 (the TCR does not bind to the epitope).